From a dataset of Forward reaction prediction with 1.9M reactions from USPTO patents (1976-2016). Predict the product of the given reaction. Given the reactants [CH3:1][C:2]1([CH3:19])[CH2:11][C:6]2([O:10][CH2:9][CH2:8][O:7]2)[CH:5]=[C:4]([C:12]([O:14][CH2:15][CH2:16][CH2:17][CH3:18])=[O:13])[O:3]1.C(OCC)(=O)C, predict the reaction product. The product is: [CH3:1][C:2]1([CH3:19])[CH2:11][C:6]2([O:10][CH2:9][CH2:8][O:7]2)[CH2:5][CH:4]([C:12]([O:14][CH2:15][CH2:16][CH2:17][CH3:18])=[O:13])[O:3]1.